Dataset: Catalyst prediction with 721,799 reactions and 888 catalyst types from USPTO. Task: Predict which catalyst facilitates the given reaction. (1) Reactant: [CH3:1][O:2][C:3]1[C:23]2[C:22]([CH3:25])([CH3:24])[N:10]3[CH2:11][CH2:12][C:13]4[C:18]([C:9]3=[CH:8][C:7]=2[CH:6]=[CH:5][C:4]=1[O:26][CH3:27])=[CH:17][C:16]1[O:19][CH2:20][O:21][C:15]=1[CH:14]=4.[BH4-].[Na+]. Product: [CH3:1][O:2][C:3]1[C:23]2[C:22]([CH3:24])([CH3:25])[N:10]3[CH2:11][CH2:12][C:13]4[C:18]([CH:9]3[CH2:8][C:7]=2[CH:6]=[CH:5][C:4]=1[O:26][CH3:27])=[CH:17][C:16]1[O:19][CH2:20][O:21][C:15]=1[CH:14]=4. The catalyst class is: 5. (2) Product: [CH2:39]([NH:46][C:47]([NH:1][C:2]1[C:11]2[C:6](=[CH:7][CH:8]=[C:9]([O:12][C:13]3[CH:14]=[CH:15][C:16]4[N:20]=[C:19]([CH2:21][O:22][C:23]5[CH:24]=[CH:25][C:26]([CH2:27][CH:28]6[S:32][C:31](=[O:33])[NH:30][C:29]6=[O:34])=[CH:35][CH:36]=5)[N:18]([CH3:37])[C:17]=4[CH:38]=3)[CH:10]=2)[CH:5]=[CH:4][CH:3]=1)=[S:48])[C:40]1[CH:45]=[CH:44][CH:43]=[CH:42][CH:41]=1. The catalyst class is: 7. Reactant: [NH2:1][C:2]1[CH:3]=[CH:4][CH:5]=[C:6]2[C:11]=1[CH:10]=[C:9]([O:12][C:13]1[CH:14]=[CH:15][C:16]3[N:20]=[C:19]([CH2:21][O:22][C:23]4[CH:36]=[CH:35][C:26]([CH2:27][CH:28]5[S:32][C:31](=[O:33])[NH:30][C:29]5=[O:34])=[CH:25][CH:24]=4)[N:18]([CH3:37])[C:17]=3[CH:38]=1)[CH:8]=[CH:7]2.[CH2:39]([N:46]=[C:47]=[S:48])[C:40]1[CH:45]=[CH:44][CH:43]=[CH:42][CH:41]=1. (3) Reactant: F[C:2]1[C:7]([C:8]([F:11])([F:10])[F:9])=[CH:6][CH:5]=[CH:4][N:3]=1.[NH2:12][CH2:13][CH2:14][N:15]1[CH2:19][CH2:18][CH2:17][CH2:16]1.C(N(CC)CC)C.C([O-])(O)=O.[Na+]. Product: [N:15]1([CH2:14][CH2:13][NH:12][C:2]2[C:7]([C:8]([F:11])([F:10])[F:9])=[CH:6][CH:5]=[CH:4][N:3]=2)[CH2:19][CH2:18][CH2:17][CH2:16]1. The catalyst class is: 37. (4) Reactant: [F:1][C:2]([F:7])([CH3:6])[C:3](O)=[O:4].C(N(C(C)C)CC)(C)C.C(Cl)(=O)OCC(C)C.[F:25][C:26]1[CH:31]=[C:30]([S:32]([CH3:35])(=[O:34])=[O:33])[C:29]([F:36])=[CH:28][C:27]=1[NH:37][C@H:38]1[CH2:43][CH2:42][CH2:41][N:40]([CH:44]2[CH2:49][CH2:48][N:47]([C:50](=[NH:53])[NH:51]O)[CH2:46][CH2:45]2)[C:39]1=[O:54]. Product: [F:25][C:26]1[CH:31]=[C:30]([S:32]([CH3:35])(=[O:33])=[O:34])[C:29]([F:36])=[CH:28][C:27]=1[NH:37][C@H:38]1[CH2:43][CH2:42][CH2:41][N:40]([CH:44]2[CH2:45][CH2:46][N:47]([C:50]3[N:51]=[C:3]([C:2]([F:7])([F:1])[CH3:6])[O:4][N:53]=3)[CH2:48][CH2:49]2)[C:39]1=[O:54]. The catalyst class is: 38. (5) The catalyst class is: 239. Product: [CH:30]1([NH:35][C:1](=[O:20])[O:12][CH2:13][C:14]2[CH:15]=[CH:16][N:17]=[CH:18][CH:19]=2)[CH2:34][CH2:33][CH2:32][CH2:31]1. Reactant: [C:1](=[O:20])([O:12][CH2:13][C:14]1[CH:19]=[CH:18][N:17]=[CH:16][CH:15]=1)OC1C=CC([N+]([O-])=O)=CC=1.CCN(C(C)C)C(C)C.[CH:30]1([NH2:35])[CH2:34][CH2:33][CH2:32][CH2:31]1. (6) Reactant: C([N:8]1[CH2:13][CH2:12][N:11](CC2C=CC=CC=2)[CH2:10][C@@H:9]1[CH2:21][CH2:22][C:23]1[CH:32]=[CH:31][C:30]2[C:25](=[CH:26][CH:27]=[CH:28][CH:29]=2)[CH:24]=1)C1C=CC=CC=1.C([O-])=O.[NH4+]. Product: [CH:24]1[C:25]2[C:30](=[CH:29][CH:28]=[CH:27][CH:26]=2)[CH:31]=[CH:32][C:23]=1[CH2:22][CH2:21][C@H:9]1[CH2:10][NH:11][CH2:12][CH2:13][NH:8]1. The catalyst class is: 421.